From a dataset of Full USPTO retrosynthesis dataset with 1.9M reactions from patents (1976-2016). Predict the reactants needed to synthesize the given product. (1) Given the product [Br:1][C:2]1[CH:3]=[CH:4][C:5]([N:8]2[CH2:12][CH2:11][C@@H:10]([NH:21][CH:18]3[CH2:20][CH2:19]3)[CH2:9]2)=[N:6][CH:7]=1, predict the reactants needed to synthesize it. The reactants are: [Br:1][C:2]1[CH:3]=[CH:4][C:5]([N:8]2[CH2:12][CH2:11][C@H:10](OS(C)(=O)=O)[CH2:9]2)=[N:6][CH:7]=1.[CH:18]1([NH2:21])[CH2:20][CH2:19]1. (2) Given the product [NH:12]1[CH:8]=[CH:9][CH:10]=[C:11]1[C:13]([NH:15][C@H:16]([C:18]([NH:20][C@H:21]([CH:26]=[O:27])[CH2:22][C:23]([OH:25])=[O:24])=[O:19])[CH3:17])=[O:14], predict the reactants needed to synthesize it. The reactants are: C([C:8]1[NH:12][C:11]([C:13]([NH:15][C@H:16]([C:18]([NH:20][C@H:21]([CH:26]=[O:27])[CH2:22][C:23]([OH:25])=[O:24])=[O:19])[CH3:17])=[O:14])=[CH:10][CH:9]=1)C1C=CC=CC=1.C(C1NC(C(N[C@@H](C(N[C@H]2CC(=O)O[C@@H]2OCC2C=CC=CC=2)=O)C)=O)=CC=1)C1C=CC=CC=1.[K+].[Br-]. (3) Given the product [NH2:1][C:2]1[C:7]([C:8]([C:10]2[C:15]([O:16][CH3:17])=[CH:14][CH:13]=[C:12]([F:18])[C:11]=2[F:19])=[O:9])=[CH:6][N:5]=[C:4]([NH:20][CH:21]2[CH2:26][CH2:25][N:24]([S:27]([CH2:30][CH2:31][CH2:32][NH:34][C@@H:35]([CH2:36][OH:37])[CH2:38][CH3:39])(=[O:29])=[O:28])[CH2:23][CH2:22]2)[N:3]=1, predict the reactants needed to synthesize it. The reactants are: [NH2:1][C:2]1[C:7]([C:8]([C:10]2[C:15]([O:16][CH3:17])=[CH:14][CH:13]=[C:12]([F:18])[C:11]=2[F:19])=[O:9])=[CH:6][N:5]=[C:4]([NH:20][CH:21]2[CH2:26][CH2:25][N:24]([S:27]([CH2:30][CH2:31][CH2:32]Cl)(=[O:29])=[O:28])[CH2:23][CH2:22]2)[N:3]=1.[NH2:34][C@H:35]([CH2:38][CH3:39])[CH2:36][OH:37]. (4) Given the product [CH:1]([N:14]1[CH2:17][CH:16]([C:18]([C:24]2[CH:25]=[CH:26][C:21]([Cl:20])=[CH:22][CH:23]=2)=[O:31])[CH2:15]1)([C:8]1[CH:13]=[CH:12][CH:11]=[CH:10][CH:9]=1)[C:2]1[CH:7]=[CH:6][CH:5]=[CH:4][CH:3]=1, predict the reactants needed to synthesize it. The reactants are: [CH:1]([N:14]1[CH2:17][CH:16]([C:18]#N)[CH2:15]1)([C:8]1[CH:13]=[CH:12][CH:11]=[CH:10][CH:9]=1)[C:2]1[CH:7]=[CH:6][CH:5]=[CH:4][CH:3]=1.[Cl:20][C:21]1[CH:26]=[CH:25][C:24]([Mg]Br)=[CH:23][CH:22]=1.C([O:31]CC)C.